This data is from Full USPTO retrosynthesis dataset with 1.9M reactions from patents (1976-2016). The task is: Predict the reactants needed to synthesize the given product. The reactants are: [C:1]([O:10][CH3:11])(=[O:9])[C:2]1[C:3](=[CH:5][CH:6]=[CH:7][CH:8]=1)[OH:4].[Br:12]Br.O. Given the product [Br:12][C:7]1[CH:8]=[C:2]([C:1]([O:10][CH3:11])=[O:9])[C:3]([OH:4])=[CH:5][CH:6]=1, predict the reactants needed to synthesize it.